Dataset: Reaction yield outcomes from USPTO patents with 853,638 reactions. Task: Predict the reaction yield, written as a fraction of the theoretical maximum amount of product (1.0 means a 100% yield; for example, 0.34 means a 34% yield). (1) The reactants are [C:1]1([C:7]2[C:14]3[C:13]([N:15]4[CH2:20][CH2:19][CH:18]([CH2:21][O:22][CH2:23][CH2:24][N:25]5[CH2:29][CH2:28][CH2:27][CH2:26]5)[CH2:17][CH2:16]4)=[N:12][NH:11][C:10]=3[S:9][C:8]=2[C:30]([OH:32])=[O:31])[CH:6]=[CH:5][CH:4]=[CH:3][CH:2]=1.S(=O)(=O)(O)O.[CH3:38]O. No catalyst specified. The product is [C:1]1([C:7]2[C:14]3[C:13]([N:15]4[CH2:16][CH2:17][CH:18]([CH2:21][O:22][CH2:23][CH2:24][N:25]5[CH2:29][CH2:28][CH2:27][CH2:26]5)[CH2:19][CH2:20]4)=[N:12][NH:11][C:10]=3[S:9][C:8]=2[C:30]([O:32][CH3:38])=[O:31])[CH:6]=[CH:5][CH:4]=[CH:3][CH:2]=1. The yield is 0.800. (2) The reactants are [CH:1]1([CH2:4][S:5][C:6]2[NH:11][C:10](=[O:12])[C:9]([O:13]C3CCCCO3)=[CH:8][N:7]=2)[CH2:3][CH2:2]1.Cl.CCOCC.C(O)C. The catalyst is O1CCOCC1. The product is [CH:1]1([CH2:4][S:5][C:6]2[NH:11][C:10](=[O:12])[C:9]([OH:13])=[CH:8][N:7]=2)[CH2:2][CH2:3]1. The yield is 0.940.